This data is from Forward reaction prediction with 1.9M reactions from USPTO patents (1976-2016). The task is: Predict the product of the given reaction. (1) Given the reactants [S:1]1[CH:5]=[CH:4][C:3]([CH:6]=O)=[CH:2]1.C1(P(=[CH:27][C:28]([O:30][CH2:31][CH3:32])=[O:29])(C2C=CC=CC=2)C2C=CC=CC=2)C=CC=CC=1, predict the reaction product. The product is: [S:1]1[CH:5]=[CH:4][C:3]([CH:6]=[CH:27][C:28]([O:30][CH2:31][CH3:32])=[O:29])=[CH:2]1. (2) Given the reactants [C:1]([CH2:3][C:4]([NH:6][C:7]1[CH:12]=[CH:11][CH:10]=[CH:9][CH:8]=1)=[O:5])#[N:2].[Li+].CC([N-]C(C)C)C.[C:21]([O:25][C:26]([N:28]1[CH2:33][CH2:32][C:31](=O)/[C:30](=[CH:35]/N(C)C)/[CH2:29]1)=[O:27])([CH3:24])([CH3:23])[CH3:22], predict the reaction product. The product is: [C:1]([C:3]1[C:4](=[O:5])[N:6]([C:7]2[CH:12]=[CH:11][CH:10]=[CH:9][CH:8]=2)[C:31]2[CH2:32][CH2:33][N:28]([C:26]([O:25][C:21]([CH3:24])([CH3:23])[CH3:22])=[O:27])[CH2:29][C:30]=2[CH:35]=1)#[N:2]. (3) Given the reactants [Cl:1][C:2]1[N:3]=[CH:4][NH:5][C:6]=1[Cl:7].[OH-].[K+].[Br:10][CH2:11][C:12]1[CH:25]=[C:24]2[C:26]3=[C:27]4[C:17]([CH:18]=[CH:19][CH:20]=[C:21]4[CH:22]=[CH:23]2)=[CH:16][CH:15]=[C:14]3[CH:13]=1.Br[CH2:29][C:30]1[CH:39]=[CH:38][C:37]2[C:32](=[CH:33][CH:34]=[CH:35][CH:36]=2)[CH:31]=1, predict the reaction product. The product is: [Br-:10].[CH:31]1[C:32]2[C:37](=[CH:36][CH:35]=[CH:34][CH:33]=2)[CH:38]=[CH:39][C:30]=1[CH2:29][N+:3]1[C:2]([Cl:1])=[C:6]([Cl:7])[N:5]([CH2:11][C:12]2[CH:25]=[C:24]3[C:26]4=[C:27]5[C:17]([CH:18]=[CH:19][CH:20]=[C:21]5[CH:22]=[CH:23]3)=[CH:16][CH:15]=[C:14]4[CH:13]=2)[CH:4]=1. (4) Given the reactants [F:1][C:2]([F:46])([CH2:44][OH:45])[CH2:3][C:4]1[CH:9]=[CH:8][C:7]([NH:10][C:11](=[O:39])[CH2:12][C:13]2[CH:18]=[CH:17][C:16]([C:19]3[CH:20]=[N:21][C:22]([O:28]CC4C=CC(OC)=CC=4)=[C:23]([O:25][CH2:26][CH3:27])[CH:24]=3)=[CH:15][C:14]=2[F:38])=[CH:6][C:5]=1[C:40]([F:43])([F:42])[F:41].C(O)(C(F)(F)F)=O, predict the reaction product. The product is: [F:46][C:2]([F:1])([CH2:44][OH:45])[CH2:3][C:4]1[CH:9]=[CH:8][C:7]([NH:10][C:11](=[O:39])[CH2:12][C:13]2[CH:18]=[CH:17][C:16]([C:19]3[CH:24]=[C:23]([O:25][CH2:26][CH3:27])[C:22](=[O:28])[NH:21][CH:20]=3)=[CH:15][C:14]=2[F:38])=[CH:6][C:5]=1[C:40]([F:41])([F:42])[F:43]. (5) Given the reactants [NH2:1][CH2:2][C:3]1[CH:4]=[C:5]([CH2:9][N:10]2[C:18]3[C:13](=[C:14]([Cl:19])[CH:15]=[CH:16][CH:17]=3)[C:12]([NH:20][S:21]([C:24]3[S:25][C:26]([Cl:29])=[CH:27][CH:28]=3)(=[O:23])=[O:22])=[N:11]2)[CH:6]=[CH:7][CH:8]=1.CN(C(ON1N=NC2C=CC=NC1=2)=[N+](C)C)C.F[P-](F)(F)(F)(F)F.[C:54](O)(=[O:56])[CH3:55].C(N(CC)C(C)C)(C)C, predict the reaction product. The product is: [Cl:19][C:14]1[CH:15]=[CH:16][CH:17]=[C:18]2[C:13]=1[C:12]([NH:20][S:21]([C:24]1[S:25][C:26]([Cl:29])=[CH:27][CH:28]=1)(=[O:22])=[O:23])=[N:11][N:10]2[CH2:9][C:5]1[CH:4]=[C:3]([CH2:2][NH:1][C:54](=[O:56])[CH3:55])[CH:8]=[CH:7][CH:6]=1. (6) Given the reactants C([O:3][C:4](=[O:32])[CH2:5][O:6][C:7]1[CH:12]=[CH:11][CH:10]=[C:9]([NH:13][C:14]([C:16]2[C:25]3[C:20](=[CH:21][CH:22]=[CH:23][CH:24]=3)[CH:19]=[C:18]([C:26]3[CH:31]=[CH:30][CH:29]=[CH:28][CH:27]=3)[CH:17]=2)=[O:15])[CH:8]=1)C.O[Li].O, predict the reaction product. The product is: [C:26]1([C:18]2[CH:17]=[C:16]([C:14]([NH:13][C:9]3[CH:8]=[C:7]([CH:12]=[CH:11][CH:10]=3)[O:6][CH2:5][C:4]([OH:32])=[O:3])=[O:15])[C:25]3[C:20]([CH:19]=2)=[CH:21][CH:22]=[CH:23][CH:24]=3)[CH:27]=[CH:28][CH:29]=[CH:30][CH:31]=1. (7) Given the reactants [Br:1][C:2]1[CH:3]=[C:4]([CH:8]=O)[CH:5]=[N:6][CH:7]=1.[NH:10]1[CH2:15][CH2:14][O:13][CH2:12][CH2:11]1, predict the reaction product. The product is: [Br:1][C:2]1[CH:3]=[C:4]([CH2:8][N:10]2[CH2:15][CH2:14][O:13][CH2:12][CH2:11]2)[CH:5]=[N:6][CH:7]=1. (8) Given the reactants O[Li].O.CO.[NH:6]([C:18]([O:20][C:21]([CH3:24])([CH3:23])[CH3:22])=[O:19])[C@H:7]([C:9]([NH:11][C@H:12]([C:14]([O:16]C)=[O:15])[CH3:13])=[O:10])[CH3:8].C(O)(=O)CC(CC(O)=O)(C(O)=O)O, predict the reaction product. The product is: [NH:6]([C:18]([O:20][C:21]([CH3:23])([CH3:22])[CH3:24])=[O:19])[C@H:7]([C:9]([NH:11][C@H:12]([C:14]([OH:16])=[O:15])[CH3:13])=[O:10])[CH3:8].